The task is: Predict which catalyst facilitates the given reaction.. This data is from Catalyst prediction with 721,799 reactions and 888 catalyst types from USPTO. (1) Reactant: [C:1]([O:5]C)(=[O:4])[C:2]#[CH:3].[OH-].[Na+].[C:9]1([SH:15])[CH:14]=[CH:13][CH:12]=[CH:11][CH:10]=1.Cl. Product: [C:9]1([S:15]/[CH:3]=[CH:2]\[C:1]([OH:5])=[O:4])[CH:14]=[CH:13][CH:12]=[CH:11][CH:10]=1. The catalyst class is: 6. (2) Reactant: [F:1][C:2]1[CH:15]=[CH:14][CH:13]=[CH:12][C:3]=1[O:4][C:5]1[CH:10]=[CH:9][C:8](N)=[CH:7][CH:6]=1.C(I)[I:17].CC#N.N(OCCCCC)=O. Product: [F:1][C:2]1[CH:15]=[CH:14][CH:13]=[CH:12][C:3]=1[O:4][C:5]1[CH:10]=[CH:9][C:8]([I:17])=[CH:7][CH:6]=1. The catalyst class is: 25. (3) Reactant: [NH:1]1[CH:5]=[CH:4][N:3]=[C:2]1[CH2:6][N:7]([CH2:14][C:15]1[CH:28]=[CH:27][C:18]([C:19]([NH:21][CH2:22][CH2:23][CH2:24][CH2:25][NH2:26])=[O:20])=[CH:17][CH:16]=1)[CH2:8][C:9]1[NH:10][CH:11]=[CH:12][N:13]=1.[CH3:29][C:30]1[C:31]([CH:36]=O)=[N:32][CH:33]=[CH:34][CH:35]=1.C(OC)(OC)OC.[BH4-].[Na+]. Product: [NH:1]1[CH:5]=[CH:4][N:3]=[C:2]1[CH2:6][N:7]([CH2:14][C:15]1[CH:28]=[CH:27][C:18]([C:19]([NH:21][CH2:22][CH2:23][CH2:24][CH2:25][NH:26][CH2:36][C:31]2[C:30]([CH3:29])=[CH:35][CH:34]=[CH:33][N:32]=2)=[O:20])=[CH:17][CH:16]=1)[CH2:8][C:9]1[NH:13][CH:12]=[CH:11][N:10]=1. The catalyst class is: 5. (4) Reactant: [C:1]([O:12][CH3:13])(=[O:11])[C:2]1[CH:10]=[CH:9][C:5]([C:6]([O-:8])=[O:7])=[CH:4][CH:3]=1.CN(C)C=O.S(Cl)([Cl:21])=O.[CH:23]([N:26]([CH:29]([CH3:31])[CH3:30])[CH2:27][CH3:28])([CH3:25])[CH3:24]. Product: [Cl-:21].[CH3:13][O:12][C:1](=[O:11])[C:2]1[CH:10]=[CH:9][C:5]([C:6]([OH:8])=[O:7])=[CH:4][CH:3]=1.[CH:23]([N:26]([CH:29]([CH3:31])[CH3:30])[CH2:27][CH3:28])([CH3:25])[CH3:24].[Cl-:21].[CH3:13][O:12][C:1](=[O:11])[C:2]1[CH:10]=[CH:9][C:5]([C:6]([OH:8])=[O:7])=[CH:4][CH:3]=1. The catalyst class is: 57. (5) Reactant: [C:1]([C:5]1[CH:10]=[CH:9][C:8]([C:11]2[C:19]3[C:14](=[CH:15][CH:16]=[CH:17][CH:18]=3)[N:13]([CH2:20][C:21]3[CH:26]=[CH:25][CH:24]=[C:23]([N:27]4[CH2:32][CH2:31][NH:30][CH2:29][CH2:28]4)[CH:22]=3)[C:12]=2[C:33]([O:35]CC)=[O:34])=[CH:7][CH:6]=1)([CH3:4])([CH3:3])[CH3:2].[CH3:38][S:39](Cl)(=[O:41])=[O:40]. Product: [CH3:2][C:1]([C:5]1[CH:10]=[CH:9][C:8]([C:11]2[C:19]3[C:14](=[CH:15][CH:16]=[CH:17][CH:18]=3)[N:13]([CH2:20][C:21]3[CH:26]=[CH:25][CH:24]=[C:23]([N:27]4[CH2:32][CH2:31][N:30]([S:39]([CH3:38])(=[O:41])=[O:40])[CH2:29][CH2:28]4)[CH:22]=3)[C:12]=2[C:33]([OH:35])=[O:34])=[CH:7][CH:6]=1)([CH3:4])[CH3:3]. The catalyst class is: 2. (6) Reactant: [C:1]1(P([C:1]2[CH:6]=[CH:5]C=[CH:3][CH:2]=2)[C:1]2[CH:6]=[CH:5]C=[CH:3][CH:2]=2)[CH:6]=[CH:5]C=[CH:3][CH:2]=1.N(C(OC(C)C)=O)=NC(OC(C)C)=O.[OH:34][C:35]1[CH:36]=[C:37]2[C:42](=[CH:43][CH:44]=1)[C:41]([C:45]([O:47][CH3:48])=[O:46])=[CH:40][CH:39]=[CH:38]2.C(O)CCCC. Product: [CH2:3]([O:34][C:35]1[CH:36]=[C:37]2[C:42](=[CH:43][CH:44]=1)[C:41]([C:45]([O:47][CH3:48])=[O:46])=[CH:40][CH:39]=[CH:38]2)[CH2:2][CH2:1][CH2:6][CH3:5]. The catalyst class is: 2. (7) Reactant: Cl.[N:2]1[CH:7]=[CH:6][C:5]([CH2:8][O:9][C:10]2[C:19]3[C:14](=[CH:15][CH:16]=[CH:17][CH:18]=3)[C:13]([NH:20]C(=O)OC(C)(C)C)=[CH:12][CH:11]=2)=[CH:4][CH:3]=1.[OH-].[Na+]. Product: [N:2]1[CH:7]=[CH:6][C:5]([CH2:8][O:9][C:10]2[C:19]3[C:14](=[CH:15][CH:16]=[CH:17][CH:18]=3)[C:13]([NH2:20])=[CH:12][CH:11]=2)=[CH:4][CH:3]=1. The catalyst class is: 225. (8) Reactant: [CH2:1]([O:8][CH2:9][C@H:10]1[C@@H:14]([O:15][Si:16]([C:19]([CH3:22])([CH3:21])[CH3:20])([CH3:18])[CH3:17])[CH2:13][C@H:12]([NH2:23])[CH2:11]1)[C:2]1[CH:7]=[CH:6][CH:5]=[CH:4][CH:3]=1.C(N(CC)CC)C.[Cl:31][C:32]1[N:37]=[C:36](Cl)[N:35]=[C:34]([NH:39][C@@H:40]2[C:48]3[C:43](=[CH:44][CH:45]=[CH:46][CH:47]=3)[CH2:42][C@@H:41]2[O:49][CH3:50])[N:33]=1. The catalyst class is: 1. Product: [CH2:1]([O:8][CH2:9][C@H:10]1[CH:14]([O:15][Si:16]([C:19]([CH3:20])([CH3:22])[CH3:21])([CH3:18])[CH3:17])[CH2:13][C@H:12]([NH:23][C:36]2[N:35]=[C:34]([NH:39][C@@H:40]3[C:48]4[C:43](=[CH:44][CH:45]=[CH:46][CH:47]=4)[CH2:42][C@@H:41]3[O:49][CH3:50])[N:33]=[C:32]([Cl:31])[N:37]=2)[CH2:11]1)[C:2]1[CH:7]=[CH:6][CH:5]=[CH:4][CH:3]=1. (9) Reactant: [CH3:1][C:2]1[CH:9]=[CH:8][CH:7]=[C:6]([CH3:10])[C:3]=1[CH:4]=O.[CH3:11][S:12]([CH2:14][S:15][CH3:16])=[O:13].[OH-].C([N+](C)(C)C)C1C=CC=CC=1. Product: [CH3:11][S:12]([C:14]([S:15][CH3:16])=[CH:4][C:3]1[C:2]([CH3:1])=[CH:9][CH:8]=[CH:7][C:6]=1[CH3:10])=[O:13]. The catalyst class is: 12. (10) Reactant: [CH3:1][O:2][C:3]1[CH:4]=[C:5](N)[CH:6]=[C:7]([C:9]2[CH:13]=[CH:12][S:11][CH:10]=2)[CH:8]=1.Cl.N([O-])=O.[Na+].[I-:20].[K+]. Product: [I:20][C:5]1[CH:6]=[C:7]([C:9]2[CH:13]=[CH:12][S:11][CH:10]=2)[CH:8]=[C:3]([O:2][CH3:1])[CH:4]=1. The catalyst class is: 6.